Dataset: Peptide-MHC class I binding affinity with 185,985 pairs from IEDB/IMGT. Task: Regression. Given a peptide amino acid sequence and an MHC pseudo amino acid sequence, predict their binding affinity value. This is MHC class I binding data. (1) The peptide sequence is SIYAGNTPK. The MHC is HLA-B27:05 with pseudo-sequence HLA-B27:05. The binding affinity (normalized) is 0.0847. (2) The peptide sequence is NPDIVIYQY. The MHC is HLA-B42:01 with pseudo-sequence HLA-B42:01. The binding affinity (normalized) is 0.338. (3) The peptide sequence is GQRVYSWVY. The MHC is HLA-A02:03 with pseudo-sequence HLA-A02:03. The binding affinity (normalized) is 0.0847. (4) The peptide sequence is SEKTHIHIF. The MHC is HLA-A30:01 with pseudo-sequence HLA-A30:01. The binding affinity (normalized) is 0.0847.